Dataset: Reaction yield outcomes from USPTO patents with 853,638 reactions. Task: Predict the reaction yield, written as a fraction of the theoretical maximum amount of product (1.0 means a 100% yield; for example, 0.34 means a 34% yield). The reactants are [CH2:1]([O:3][C:4]([C:6]1[C:11]([NH:12][C:13]2[CH:18]=[CH:17][C:16]([CH3:19])=[CH:15][C:14]=2[F:20])=[C:10]([CH3:21])[C:9](=[O:22])[N:8]([CH3:23])[C:7]=1[CH3:24])=[O:5])[CH3:2].[Br:25]N1C(=O)CCC1=O. The catalyst is CN(C=O)C.CCOC(C)=O. The product is [CH2:1]([O:3][C:4]([C:6]1[C:11]([NH:12][C:13]2[CH:18]=[CH:17][C:16]([CH3:19])=[CH:15][C:14]=2[F:20])=[C:10]([CH3:21])[C:9](=[O:22])[N:8]([CH3:23])[C:7]=1[CH2:24][Br:25])=[O:5])[CH3:2]. The yield is 0.660.